From a dataset of Full USPTO retrosynthesis dataset with 1.9M reactions from patents (1976-2016). Predict the reactants needed to synthesize the given product. (1) The reactants are: [F:1][C:2]([F:28])([F:27])/[C:3](/[C:18]1[CH:23]=[C:22]([Cl:24])[C:21]([Cl:25])=[C:20]([Cl:26])[CH:19]=1)=[CH:4]/[C:5]([O:7][C@@H:8]1[CH2:13][C@H:12]([CH3:14])[CH2:11][CH2:10][C@H:9]1[CH:15]([CH3:17])[CH3:16])=[O:6].[N+:29]([CH2:31][C:32]1[CH:37]=[CH:36][CH:35]=[CH:34][CH:33]=1)#[C-:30].C1(C)C=CC=CC=1. Given the product [C:32]1([CH:31]2[CH:4]([C:5]([O:7][C@@H:8]3[CH2:13][C@H:12]([CH3:14])[CH2:11][CH2:10][C@H:9]3[CH:15]([CH3:17])[CH3:16])=[O:6])[C:3]([C:18]3[CH:19]=[C:20]([Cl:26])[C:21]([Cl:25])=[C:22]([Cl:24])[CH:23]=3)([C:2]([F:1])([F:27])[F:28])[CH:30]=[N:29]2)[CH:37]=[CH:36][CH:35]=[CH:34][CH:33]=1, predict the reactants needed to synthesize it. (2) Given the product [O:12]1[C:16]2[CH:17]=[CH:18][C:19]([C:21]3[NH:1][C:2]4[N:6]([N:5]=[CH:4][C:3]=4[C:7]([O:9][CH2:10][CH3:11])=[O:8])[C:23](=[O:24])[CH:22]=3)=[CH:20][C:15]=2[O:14][CH2:13]1, predict the reactants needed to synthesize it. The reactants are: [NH2:1][C:2]1[NH:6][N:5]=[CH:4][C:3]=1[C:7]([O:9][CH2:10][CH3:11])=[O:8].[O:12]1[C:16]2[CH:17]=[CH:18][C:19]([C:21](=O)[CH2:22][C:23](OCC)=[O:24])=[CH:20][C:15]=2[O:14][CH2:13]1.CC1C=CC(S(O)(=O)=O)=CC=1. (3) Given the product [OH:26][CH:12]([C:13]1[CH:18]=[CH:17][C:16]([O:19][C:20]2[CH:25]=[CH:24][CH:23]=[CH:22][CH:21]=2)=[CH:15][N:14]=1)[CH:8]([CH2:27][C:28]1[CH:33]=[CH:32][CH:31]=[C:30]([O:34][C:35]([F:40])([F:39])[CH:36]([F:38])[F:37])[CH:29]=1)[C:9]([OH:11])=[O:10], predict the reactants needed to synthesize it. The reactants are: C([C:8]([CH2:27][C:28]1[CH:33]=[CH:32][CH:31]=[C:30]([O:34][C:35]([F:40])([F:39])[CH:36]([F:38])[F:37])[CH:29]=1)([CH:12]([OH:26])[C:13]1[CH:18]=[CH:17][C:16]([O:19][C:20]2[CH:25]=[CH:24][CH:23]=[CH:22][CH:21]=2)=[CH:15][N:14]=1)[C:9]([OH:11])=[O:10])C1C=CC=CC=1.[H][H]. (4) The reactants are: Cl[C:2]1[CH:7]=[C:6]([O:8][C:9]2[C:10]([CH:31]3[CH2:33][CH2:32]3)=[N:11][C:12]([N:17]3[CH2:22][CH2:21][N:20]([C:23](=[O:27])[CH2:24][CH2:25][OH:26])[C@H:19]([CH:28]4[CH2:30][CH2:29]4)[CH2:18]3)=[C:13]([CH:16]=2)[C:14]#[N:15])[CH:5]=[CH:4][N:3]=1.[B-](F)(F)(F)[CH:35]=[CH2:36].[K+].CCN(C(C)C)C(C)C. Given the product [CH:31]1([C:10]2[C:9]([O:8][C:6]3[CH:5]=[CH:4][N:3]=[C:2]([CH:35]=[CH2:36])[CH:7]=3)=[CH:16][C:13]([C:14]#[N:15])=[C:12]([N:17]3[CH2:22][CH2:21][N:20]([C:23](=[O:27])[CH2:24][CH2:25][OH:26])[C@H:19]([CH:28]4[CH2:30][CH2:29]4)[CH2:18]3)[N:11]=2)[CH2:33][CH2:32]1, predict the reactants needed to synthesize it. (5) Given the product [C:20]1([N+:17]2[C:9]([C:10]3[CH:15]=[CH:14][CH:13]=[CH:12][C:11]=3[CH3:16])=[C:36]([C:37]3[CH:14]=[CH:15][CH:10]=[CH:11][C:12]=3[CH3:13])[O:35][CH:33]=2)[CH:21]=[CH:22][CH:23]=[CH:24][CH:25]=1.[F:1][B-:2]([F:5])([F:4])[F:3], predict the reactants needed to synthesize it. The reactants are: [F:1][B-:2]([F:5])([F:4])[F:3].[H+].O=C(C1C=CC=CC=1C)[CH:9]([N:17]([C:20]1[CH:25]=[CH:24][CH:23]=[CH:22][CH:21]=1)C=O)[C:10]1[CH:15]=[CH:14][CH:13]=[CH:12][C:11]=1[CH3:16].[CH2:33]([O:35][CH2:36][CH3:37])C. (6) Given the product [N:30]([CH2:2][CH2:3][CH2:4][S:5]([O:8][CH2:9][C:10]([CH3:29])([CH3:28])[C@@H:11]([O:20][CH2:21][C:22]1[CH:27]=[CH:26][CH:25]=[CH:24][CH:23]=1)[C:12]([O:14][CH2:15][CH2:16][CH:17]([CH3:19])[CH3:18])=[O:13])(=[O:7])=[O:6])=[N+:31]=[N-:32], predict the reactants needed to synthesize it. The reactants are: Cl[CH2:2][CH2:3][CH2:4][S:5]([O:8][CH2:9][C:10]([CH3:29])([CH3:28])[C@@H:11]([O:20][CH2:21][C:22]1[CH:27]=[CH:26][CH:25]=[CH:24][CH:23]=1)[C:12]([O:14][CH2:15][CH2:16][CH:17]([CH3:19])[CH3:18])=[O:13])(=[O:7])=[O:6].[N-:30]=[N+:31]=[N-:32].[Na+]. (7) Given the product [N:1]1[C:10]2[C:5](=[CH:6][C:7]([CH2:11][C:12]3[N:16]4[CH:17]=[C:18](/[C:21](=[N:26]/[NH:25][C:27]([NH2:29])=[O:28])/[CH3:22])[CH:19]=[N:20][C:15]4=[N:14][CH:13]=3)=[CH:8][CH:9]=2)[CH:4]=[CH:3][CH:2]=1, predict the reactants needed to synthesize it. The reactants are: [N:1]1[C:10]2[C:5](=[CH:6][C:7]([CH2:11][C:12]3[N:16]4[CH:17]=[C:18]([C:21](=O)[CH3:22])[CH:19]=[N:20][C:15]4=[N:14][CH:13]=3)=[CH:8][CH:9]=2)[CH:4]=[CH:3][CH:2]=1.Cl.[NH:25]([C:27]([NH2:29])=[O:28])[NH2:26]. (8) Given the product [CH2:5]([N:12]1[CH2:17][CH:16]=[C:15]([C:19]2[CH:24]=[CH:23][C:22]([CH2:25][O:26][CH2:27][C@@H:28]([CH3:32])[CH2:29][O:30][CH3:31])=[CH:21][CH:20]=2)[CH:14]([CH2:33][O:34][C:35]([C:36]2[CH:37]=[CH:38][CH:39]=[CH:40][CH:41]=2)([C:48]2[CH:53]=[CH:52][CH:51]=[CH:50][CH:49]=2)[C:42]2[CH:43]=[CH:44][CH:45]=[CH:46][CH:47]=2)[CH2:13]1)[C:6]1[CH:7]=[CH:8][CH:9]=[CH:10][CH:11]=1, predict the reactants needed to synthesize it. The reactants are: S(Cl)(Cl)=O.[CH2:5]([N:12]1[CH2:17][CH2:16][C:15]([C:19]2[CH:24]=[CH:23][C:22]([CH2:25][O:26][CH2:27][C@@H:28]([CH3:32])[CH2:29][O:30][CH3:31])=[CH:21][CH:20]=2)(O)[CH:14]([CH2:33][O:34][C:35]([C:48]2[CH:53]=[CH:52][CH:51]=[CH:50][CH:49]=2)([C:42]2[CH:47]=[CH:46][CH:45]=[CH:44][CH:43]=2)[C:36]2[CH:41]=[CH:40][CH:39]=[CH:38][CH:37]=2)[CH2:13]1)[C:6]1[CH:11]=[CH:10][CH:9]=[CH:8][CH:7]=1. (9) Given the product [F:29][C:26]1[CH:27]=[CH:28][C:23]([CH2:22][NH:21][C:19](=[O:20])[C:10]2[CH:11]=[CH:12][CH:13]=[C:18]([OH:33])[C:9]=2[OH:8])=[CH:24][CH:25]=1, predict the reactants needed to synthesize it. The reactants are: C([O:8][C:9]1[C:10]([C:19]([NH:21][CH2:22][C:23]2[CH:28]=[CH:27][C:26]([F:29])=[CH:25][CH:24]=2)=[O:20])=[CH:11][CH:12]=[C:13]2[C:18]=1N=CC=C2)C1C=CC=CC=1.Cl.CC(O)=[O:33]. (10) Given the product [Cl:1][C:2]1[CH:3]=[C:4]([CH2:31][C:32]([OH:34])=[O:33])[CH:5]=[CH:6][C:7]=1[N:8]1[C:16](=[O:17])[C:15]2[C:14]([O:18][CH2:19][CH3:20])=[C:13]3[CH:21]=[CH:22][CH:23]=[CH:24][C:12]3=[C:11]([O:25][CH2:26][CH:27]([F:29])[F:28])[C:10]=2[C:9]1=[O:30], predict the reactants needed to synthesize it. The reactants are: [Cl:1][C:2]1[CH:3]=[C:4]([CH2:31][C:32]([O:34]CC)=[O:33])[CH:5]=[CH:6][C:7]=1[N:8]1[C:16](=[O:17])[C:15]2[C:14]([O:18][CH2:19][CH3:20])=[C:13]3[CH:21]=[CH:22][CH:23]=[CH:24][C:12]3=[C:11]([O:25][CH2:26][CH:27]([F:29])[F:28])[C:10]=2[C:9]1=[O:30].C(O)(=O)C.Cl.